Predict the reaction yield, written as a fraction of the theoretical maximum amount of product (1.0 means a 100% yield; for example, 0.34 means a 34% yield). From a dataset of Reaction yield outcomes from USPTO patents with 853,638 reactions. (1) The yield is 0.870. The catalyst is [C-]#N.[Zn+2].[C-]#N.C1C=CC([P]([Pd]([P](C2C=CC=CC=2)(C2C=CC=CC=2)C2C=CC=CC=2)([P](C2C=CC=CC=2)(C2C=CC=CC=2)C2C=CC=CC=2)[P](C2C=CC=CC=2)(C2C=CC=CC=2)C2C=CC=CC=2)(C2C=CC=CC=2)C2C=CC=CC=2)=CC=1. The reactants are [C:1]([O:5][C:6](=[O:32])[N:7]([CH2:9][C:10]1[CH:14]=[C:13]([S:15]([C:18]2[CH:23]=[CH:22][CH:21]=[C:20](Br)[CH:19]=2)(=[O:17])=[O:16])[N:12]([C:25]2[C:26]([F:31])=[N:27][CH:28]=[CH:29][CH:30]=2)[N:11]=1)[CH3:8])([CH3:4])([CH3:3])[CH3:2].[CH3:33][N:34](C)C=O. The product is [C:1]([O:5][C:6](=[O:32])[N:7]([CH2:9][C:10]1[CH:14]=[C:13]([S:15]([C:18]2[CH:23]=[CH:22][CH:21]=[C:20]([C:33]#[N:34])[CH:19]=2)(=[O:17])=[O:16])[N:12]([C:25]2[C:26]([F:31])=[N:27][CH:28]=[CH:29][CH:30]=2)[N:11]=1)[CH3:8])([CH3:4])([CH3:3])[CH3:2]. (2) The reactants are [Br:1][C:2]1[C:3]([F:12])=[C:4]2[C:10]([NH2:11])=[CH:9][NH:8][C:5]2=[N:6][CH:7]=1.[F:13][C:14]1[CH:22]=[CH:21][C:20]([CH3:23])=[CH:19][C:15]=1[C:16](O)=[O:17].C1N(P(Cl)(N2C(=O)OCC2)=O)C(=O)OC1.C(N(CC)CC)C. The catalyst is C(Cl)Cl. The product is [Br:1][C:2]1[C:3]([F:12])=[C:4]2[C:10]([NH:11][C:16](=[O:17])[C:15]3[CH:19]=[C:20]([CH3:23])[CH:21]=[CH:22][C:14]=3[F:13])=[CH:9][NH:8][C:5]2=[N:6][CH:7]=1. The yield is 0.630. (3) The reactants are Cl.[NH:2]1[CH2:7][CH2:6][C:5](=[CH:8][C:9]2[CH:10]=[C:11]([CH:23]=[CH:24][CH:25]=2)[O:12][C:13]2[CH:18]=[CH:17][C:16]([C:19]([F:22])([F:21])[F:20])=[CH:15][N:14]=2)[CH2:4][CH2:3]1.[C:26]([C:29]1[S:33][C:32]([NH:34][C:35](=O)[O:36]C2C=CC=CC=2)=[N:31][C:30]=1[CH3:44])(=[O:28])[CH3:27].C(N(CC)CC)C.O. The catalyst is CS(C)=O. The product is [C:26]([C:29]1[S:33][C:32]([NH:34][C:35]([N:2]2[CH2:7][CH2:6][C:5](=[CH:8][C:9]3[CH:25]=[CH:24][CH:23]=[C:11]([O:12][C:13]4[CH:18]=[CH:17][C:16]([C:19]([F:22])([F:20])[F:21])=[CH:15][N:14]=4)[CH:10]=3)[CH2:4][CH2:3]2)=[O:36])=[N:31][C:30]=1[CH3:44])(=[O:28])[CH3:27]. The yield is 0.470. (4) The reactants are [CH2:1]([C:5]1[N:6]=[C:7]([CH3:27])[NH:8][C:9](=[O:26])[C:10]=1[CH2:11][C:12]1[CH:17]=[CH:16][C:15]([C:18]2[C:19]([C:24]#[N:25])=[CH:20][CH:21]=[CH:22][CH:23]=2)=[CH:14][CH:13]=1)[CH2:2][CH2:3][CH3:4].C(=O)([O-])[O-].[Cs+].[Cs+].Br[CH2:35][C:36]([CH3:47])([CH3:46])[CH2:37][O:38][Si:39]([C:42]([CH3:45])([CH3:44])[CH3:43])([CH3:41])[CH3:40].CN(C)C(=O)C. The catalyst is C(OCC)(=O)C. The product is [CH2:1]([C:5]1[N:6]=[C:7]([CH3:27])[N:8]([CH2:35][C:36]([CH3:47])([CH3:46])[CH2:37][O:38][Si:39]([C:42]([CH3:45])([CH3:44])[CH3:43])([CH3:40])[CH3:41])[C:9](=[O:26])[C:10]=1[CH2:11][C:12]1[CH:17]=[CH:16][C:15]([C:18]2[C:19]([C:24]#[N:25])=[CH:20][CH:21]=[CH:22][CH:23]=2)=[CH:14][CH:13]=1)[CH2:2][CH2:3][CH3:4]. The yield is 0.270. (5) The reactants are [CH3:1][C:2]1[C:7]([CH2:8][S@:9]([C:11]2[NH:19][C:18]3[C:13](=[CH:14][CH:15]=[CH:16][CH:17]=3)[N:12]=2)=[O:10])=[N:6][CH:5]=[CH:4][C:3]=1[O:20][CH2:21][C:22]([F:25])([F:24])[F:23].[CH3:1][C:2]1[C:7]([CH2:8][S@:9]([C:11]2[NH:12][C:13]3[C:18](=[CH:17][CH:16]=[CH:15][CH:14]=3)[N:19]=2)=[O:10])=[N:6][CH:5]=[CH:4][C:3]=1[O:20][CH2:21][C:22]([F:25])([F:23])[F:24].O.O.O. The catalyst is C(O)C. The product is [CH3:1][C:2]1[C:3]([O:20][CH2:21][C:22]([F:25])([F:23])[F:24])=[CH:4][CH:5]=[N:6][C:7]=1[CH2:8][S+:9]([O-:10])[C:11]1[NH:19][C:18]2[CH:17]=[CH:16][CH:15]=[CH:14][C:13]=2[N:12]=1. The yield is 0.910. (6) The reactants are CS(C)=O.C(Cl)(=O)C(Cl)=O.[Cl:11][C:12]1[CH:13]=[C:14]([CH:17]=[C:18]([O:20][C:21]([F:24])([F:23])[F:22])[CH:19]=1)[CH2:15][OH:16].CCN(C(C)C)C(C)C. The catalyst is C(Cl)Cl. The product is [Cl:11][C:12]1[CH:13]=[C:14]([CH:17]=[C:18]([O:20][C:21]([F:22])([F:23])[F:24])[CH:19]=1)[CH:15]=[O:16]. The yield is 0.950. (7) The reactants are [CH3:1][N:2]1[CH2:6][C:5]23[CH:11]([CH2:12][CH2:13][CH:4]2[CH2:3]1)[C:10]1[CH:14]=[CH:15][C:16](OS(C(F)(F)F)(=O)=O)=[CH:17][C:9]=1[CH2:8][CH2:7]3.[C:26]([C:28]1[CH:33]=[CH:32][C:31](B(O)O)=[CH:30][CH:29]=1)#[N:27]. The catalyst is C1(C)C=CC=CC=1.C(O)C.C1C=CC([P]([Pd]([P](C2C=CC=CC=2)(C2C=CC=CC=2)C2C=CC=CC=2)([P](C2C=CC=CC=2)(C2C=CC=CC=2)C2C=CC=CC=2)[P](C2C=CC=CC=2)(C2C=CC=CC=2)C2C=CC=CC=2)(C2C=CC=CC=2)C2C=CC=CC=2)=CC=1. The product is [CH3:1][N:2]1[CH2:6][C:5]23[CH:11]([CH2:12][CH2:13][CH:4]2[CH2:3]1)[C:10]1[CH:14]=[CH:15][C:16]([C:31]2[CH:32]=[CH:33][C:28]([C:26]#[N:27])=[CH:29][CH:30]=2)=[CH:17][C:9]=1[CH2:8][CH2:7]3. The yield is 0.308.